From a dataset of Reaction yield outcomes from USPTO patents with 853,638 reactions. Predict the reaction yield, written as a fraction of the theoretical maximum amount of product (1.0 means a 100% yield; for example, 0.34 means a 34% yield). (1) The reactants are [NH2:1][C:2]1[CH:3]=[CH:4][C:5]([N:8]2[CH2:13][CH2:12][C:11]([CH2:15][C:16]([O:18][CH3:19])=[O:17])([CH3:14])[CH2:10][CH2:9]2)=[N:6][CH:7]=1.C(N(CC)CC)C.Cl[C:28](=[O:33])[C:29]([O:31][CH3:32])=[O:30]. The catalyst is C(Cl)Cl. The product is [CH3:19][O:18][C:16](=[O:17])[CH2:15][C:11]1([CH3:14])[CH2:12][CH2:13][N:8]([C:5]2[N:6]=[CH:7][C:2]([NH:1][C:28](=[O:33])[C:29]([O:31][CH3:32])=[O:30])=[CH:3][CH:4]=2)[CH2:9][CH2:10]1. The yield is 1.00. (2) The reactants are Cl[C:2]1[CH:12]=[CH:11][C:5]([C:6]([O:8]CC)=[O:7])=[CH:4][N:3]=1.[O:13]1[CH2:18][CH2:17][CH2:16][CH2:15][CH:14]1[CH2:19][OH:20]. The yield is 0.340. No catalyst specified. The product is [O:13]1[CH2:18][CH2:17][CH2:16][CH2:15][CH:14]1[CH2:19][O:20][C:2]1[CH:12]=[CH:11][C:5]([C:6]([OH:8])=[O:7])=[CH:4][N:3]=1. (3) The reactants are [C:1]([C:3]1([C:9]2[CH:10]=[C:11]([CH:15]=[CH:16][CH:17]=2)[C:12]([OH:14])=O)[CH2:8][CH2:7][CH2:6][CH2:5][CH2:4]1)#[N:2].C(Cl)(=O)C(Cl)=O.O1CCCC1.[NH2:29][C:30]1[CH:31]=[C:32]([CH:49]=[CH:50][CH:51]=1)[O:33][C:34]1[CH:35]=[CH:36][C:37]2[N:38]([CH:40]=[C:41]([NH:43][C:44]([CH:46]3[CH2:48][CH2:47]3)=[O:45])[N:42]=2)[N:39]=1. The catalyst is CN(C)C=O.CN1CCCC1=O. The product is [C:1]([C:3]1([C:9]2[CH:10]=[C:11]([CH:15]=[CH:16][CH:17]=2)[C:12]([NH:29][C:30]2[CH:51]=[CH:50][CH:49]=[C:32]([O:33][C:34]3[CH:35]=[CH:36][C:37]4[N:38]([CH:40]=[C:41]([NH:43][C:44]([CH:46]5[CH2:47][CH2:48]5)=[O:45])[N:42]=4)[N:39]=3)[CH:31]=2)=[O:14])[CH2:4][CH2:5][CH2:6][CH2:7][CH2:8]1)#[N:2]. The yield is 0.780. (4) The reactants are [F:1][C:2]([F:27])([F:26])[O:3][C:4]1[CH:9]=[CH:8][C:7]([N:10]2[CH:14]=[N:13][C:12]([C:15]3[CH:20]=[CH:19][C:18](/[CH:21]=[CH:22]/[C:23]([OH:25])=O)=[CH:17][CH:16]=3)=[N:11]2)=[CH:6][CH:5]=1.P([N:44]=[N+:45]=[N-:46])(=O)(OC1C=CC=CC=1)OC1C=CC=CC=1.C(N(CC)CC)C. The catalyst is C(O)(C)C. The product is [F:27][C:2]([F:1])([F:26])[O:3][C:4]1[CH:9]=[CH:8][C:7]([N:10]2[CH:14]=[N:13][C:12]([C:15]3[CH:20]=[CH:19][C:18](/[CH:21]=[CH:22]/[C:23]([N:44]=[N+:45]=[N-:46])=[O:25])=[CH:17][CH:16]=3)=[N:11]2)=[CH:6][CH:5]=1. The yield is 0.780. (5) The reactants are [Cl:1][C:2]1[CH:3]=[C:4](B(O)O)[CH:5]=[CH:6][C:7]=1[F:8].[NH2:12][C:13]1[C:14]([C:20]([NH:22][C:23]2[CH:24]=[N:25][CH:26]=[CH:27][C:28]=2[CH2:29][CH2:30][N:31]2[CH2:35][CH2:34][CH2:33][CH2:32]2)=[O:21])=[N:15][C:16](Br)=[CH:17][N:18]=1. No catalyst specified. The product is [NH2:12][C:13]1[C:14]([C:20]([NH:22][C:23]2[CH:24]=[N:25][CH:26]=[CH:27][C:28]=2[CH2:29][CH2:30][N:31]2[CH2:35][CH2:34][CH2:33][CH2:32]2)=[O:21])=[N:15][C:16]([C:4]2[CH:5]=[CH:6][C:7]([F:8])=[C:2]([Cl:1])[CH:3]=2)=[CH:17][N:18]=1. The yield is 0.950. (6) The reactants are [OH:1][C:2]1[CH:7]=[CH:6][C:5]([C:8](=[O:28])[CH2:9][NH:10][C:11]([C@@:13]2([CH3:27])[CH2:17][O:16][C:15]([CH3:19])([CH3:18])[N:14]2[C:20]([O:22][C:23]([CH3:26])([CH3:25])[CH3:24])=[O:21])=[O:12])=[CH:4][C:3]=1[C:29]([F:32])([F:31])[F:30].[F:33][C:34]([F:48])([F:47])[C:35]1[CH:40]=[CH:39][C:38]([CH2:41][CH2:42][CH2:43][CH2:44][CH2:45]O)=[CH:37][CH:36]=1. The catalyst is C(#N)C.O. The product is [CH3:18][C:15]1([CH3:19])[N:14]([C:20]([O:22][C:23]([CH3:24])([CH3:25])[CH3:26])=[O:21])[C@@:13]([CH3:27])([C:11](=[O:12])[NH:10][CH2:9][C:8](=[O:28])[C:5]2[CH:6]=[CH:7][C:2]([O:1][CH2:45][CH2:44][CH2:43][CH2:42][CH2:41][C:38]3[CH:37]=[CH:36][C:35]([C:34]([F:33])([F:47])[F:48])=[CH:40][CH:39]=3)=[C:3]([C:29]([F:31])([F:32])[F:30])[CH:4]=2)[CH2:17][O:16]1. The yield is 0.310. (7) The reactants are [CH3:1][O:2][C:3]1[CH:4]=[C:5]2[C:10](=[CH:11][C:12]=1[O:13][CH2:14][CH2:15][O:16][CH3:17])[N:9]=[CH:8][N:7]=[C:6]2[O:18][C:19]1[CH:20]=[C:21]([CH:23]=[CH:24][CH:25]=1)[NH2:22].[O:26]1[CH2:31][CH2:30][CH:29]([C:32]2[CH:36]=[C:35]([NH:37][C:38](=O)[O:39]C3C=CC=CC=3)[O:34][N:33]=2)[CH2:28][CH2:27]1.COC1C=C2C(=CC=1OC)N=CN=C2OC1C=C(NC(NC2ON=C(C(C)C)C=2)=O)C=CC=1. No catalyst specified. The product is [CH3:1][O:2][C:3]1[CH:4]=[C:5]2[C:10](=[CH:11][C:12]=1[O:13][CH2:14][CH2:15][O:16][CH3:17])[N:9]=[CH:8][N:7]=[C:6]2[O:18][C:19]1[CH:20]=[C:21]([NH:22][C:38]([NH:37][C:35]2[O:34][N:33]=[C:32]([CH:29]3[CH2:30][CH2:31][O:26][CH2:27][CH2:28]3)[CH:36]=2)=[O:39])[CH:23]=[CH:24][CH:25]=1. The yield is 0.200. (8) The reactants are S(Cl)([Cl:3])=O.[OH:5][C:6]1[CH:11]=[CH:10][C:9]([S:12]([O-:15])(=O)=[O:13])=[CH:8][CH:7]=1.[Na+]. The catalyst is CN(C)C=O. The product is [OH:5][C:6]1[CH:11]=[CH:10][C:9]([S:12]([Cl:3])(=[O:15])=[O:13])=[CH:8][CH:7]=1. The yield is 0.620. (9) The yield is 0.970. The reactants are [Cl:1][C:2]1[CH:10]=[CH:9][C:5]([C:6]([OH:8])=O)=[CH:4][N:3]=1.[CH3:11][O:12][C:13]1[CH:20]=[CH:19][C:16]([CH2:17][NH2:18])=[CH:15][CH:14]=1.Cl.CN(C)CCCN=C=NCC.C1C=CC2N(O)N=NC=2C=1. The catalyst is CN(C=O)C.O. The product is [Cl:1][C:2]1[CH:10]=[CH:9][C:5]([C:6]([NH:18][CH2:17][C:16]2[CH:19]=[CH:20][C:13]([O:12][CH3:11])=[CH:14][CH:15]=2)=[O:8])=[CH:4][N:3]=1.